From a dataset of NCI-60 drug combinations with 297,098 pairs across 59 cell lines. Regression. Given two drug SMILES strings and cell line genomic features, predict the synergy score measuring deviation from expected non-interaction effect. (1) Drug 1: CN1CCC(CC1)COC2=C(C=C3C(=C2)N=CN=C3NC4=C(C=C(C=C4)Br)F)OC. Drug 2: CCN(CC)CCCC(C)NC1=C2C=C(C=CC2=NC3=C1C=CC(=C3)Cl)OC. Cell line: UO-31. Synergy scores: CSS=26.4, Synergy_ZIP=-5.61, Synergy_Bliss=3.53, Synergy_Loewe=0.161, Synergy_HSA=4.44. (2) Drug 1: CN1CCC(CC1)COC2=C(C=C3C(=C2)N=CN=C3NC4=C(C=C(C=C4)Br)F)OC. Cell line: IGROV1. Synergy scores: CSS=47.0, Synergy_ZIP=-0.809, Synergy_Bliss=-0.802, Synergy_Loewe=-27.4, Synergy_HSA=0.908. Drug 2: C(=O)(N)NO. (3) Drug 1: CC12CCC3C(C1CCC2O)C(CC4=C3C=CC(=C4)O)CCCCCCCCCS(=O)CCCC(C(F)(F)F)(F)F. Drug 2: C1=CN(C=N1)CC(O)(P(=O)(O)O)P(=O)(O)O. Cell line: MDA-MB-435. Synergy scores: CSS=-1.93, Synergy_ZIP=1.74, Synergy_Bliss=0.699, Synergy_Loewe=-0.669, Synergy_HSA=-1.77. (4) Drug 1: CCC1=C2CN3C(=CC4=C(C3=O)COC(=O)C4(CC)O)C2=NC5=C1C=C(C=C5)O. Drug 2: B(C(CC(C)C)NC(=O)C(CC1=CC=CC=C1)NC(=O)C2=NC=CN=C2)(O)O. Cell line: RPMI-8226. Synergy scores: CSS=51.9, Synergy_ZIP=-4.83, Synergy_Bliss=-3.95, Synergy_Loewe=-8.32, Synergy_HSA=-4.00. (5) Drug 1: CCN(CC)CCCC(C)NC1=C2C=C(C=CC2=NC3=C1C=CC(=C3)Cl)OC. Drug 2: CCC1(C2=C(COC1=O)C(=O)N3CC4=CC5=C(C=CC(=C5CN(C)C)O)N=C4C3=C2)O.Cl. Cell line: T-47D. Synergy scores: CSS=23.0, Synergy_ZIP=-5.05, Synergy_Bliss=3.68, Synergy_Loewe=-12.6, Synergy_HSA=1.16. (6) Drug 1: CS(=O)(=O)C1=CC(=C(C=C1)C(=O)NC2=CC(=C(C=C2)Cl)C3=CC=CC=N3)Cl. Drug 2: CC12CCC3C(C1CCC2OP(=O)(O)O)CCC4=C3C=CC(=C4)OC(=O)N(CCCl)CCCl.[Na+]. Cell line: HOP-62. Synergy scores: CSS=-1.02, Synergy_ZIP=4.82, Synergy_Bliss=-0.971, Synergy_Loewe=-5.45, Synergy_HSA=-3.83. (7) Drug 1: CC1=C(C=C(C=C1)C(=O)NC2=CC(=CC(=C2)C(F)(F)F)N3C=C(N=C3)C)NC4=NC=CC(=N4)C5=CN=CC=C5. Drug 2: CCC1(C2=C(COC1=O)C(=O)N3CC4=CC5=C(C=CC(=C5CN(C)C)O)N=C4C3=C2)O.Cl. Cell line: SK-MEL-28. Synergy scores: CSS=15.3, Synergy_ZIP=-3.47, Synergy_Bliss=-1.15, Synergy_Loewe=-8.81, Synergy_HSA=-4.21.